This data is from Reaction yield outcomes from USPTO patents with 853,638 reactions. The task is: Predict the reaction yield, written as a fraction of the theoretical maximum amount of product (1.0 means a 100% yield; for example, 0.34 means a 34% yield). (1) The reactants are C[O:2][C:3]1[CH:4]=[C:5]([CH:8]=[C:9]([C:11]2[C:19]3[C:18]([NH:20][C@H:21]([C:23]4[N:28]([C:29]5[CH:34]=[CH:33][CH:32]=[CH:31][CH:30]=5)[C:27](=[O:35])[C:26]5=[C:36]([CH3:39])[CH:37]=[CH:38][N:25]5[N:24]=4)[CH3:22])=[N:17][CH:16]=[N:15][C:14]=3[N:13](COCC[Si](C)(C)C)[CH:12]=2)[CH:10]=1)[C:6]#[N:7].B(Br)(Br)Br.N. The catalyst is ClCCl. The product is [OH:2][C:3]1[CH:4]=[C:5]([CH:8]=[C:9]([C:11]2[C:19]3[C:18]([NH:20][C@H:21]([C:23]4[N:28]([C:29]5[CH:34]=[CH:33][CH:32]=[CH:31][CH:30]=5)[C:27](=[O:35])[C:26]5=[C:36]([CH3:39])[CH:37]=[CH:38][N:25]5[N:24]=4)[CH3:22])=[N:17][CH:16]=[N:15][C:14]=3[NH:13][CH:12]=2)[CH:10]=1)[C:6]#[N:7]. The yield is 0.690. (2) The reactants are [C:1](Cl)(=[O:5])[C:2](Cl)=O.CS(C)=O.Cl[C:12]1[CH:13]=[C:14]([NH:22][C@H:23]([CH3:26])[CH2:24]O)[CH:15]=[CH:16][C:17]=1[C:18]([F:21])([F:20])[F:19].C([N:29]([CH2:32][CH3:33])CC)C.[C:34]([O:38]C(=O)CCCN)([CH3:37])([CH3:36])[CH3:35].[ClH:45].C(O)(=O)C.C(O[BH-](OC(=O)C)OC(=O)C)(=O)C.[Na+].C([O-])(O)=O.[Na+].C(Cl)Cl. The catalyst is CCOC(C)=O.CCCCCCC. The product is [C:34]([O:38][C:1](=[O:5])[CH2:2][CH2:33][CH2:32][NH:29][CH2:24][C@H:23]([NH:22][C:14]1[CH:15]=[CH:16][C:17]([C:18]([F:21])([F:20])[F:19])=[C:12]([Cl:45])[CH:13]=1)[CH3:26])([CH3:37])([CH3:36])[CH3:35]. The yield is 0.940. (3) The reactants are [NH2:1][CH2:2][CH:3]1[CH2:8][CH2:7][NH:6][CH2:5][CH2:4]1.[C:9](O[C:9]([O:11][C:12]([CH3:15])([CH3:14])[CH3:13])=[O:10])([O:11][C:12]([CH3:15])([CH3:14])[CH3:13])=[O:10]. The catalyst is C(Cl)(Cl)Cl. The product is [NH2:1][CH2:2][CH:3]1[CH2:8][CH2:7][N:6]([C:9]([O:11][C:12]([CH3:15])([CH3:14])[CH3:13])=[O:10])[CH2:5][CH2:4]1. The yield is 0.880. (4) The reactants are Br[CH2:2][C:3]1[CH:7]=[CH:6][S:5][CH:4]=1.[CH3:8][C:9]1[N:14]=[C:13]([SH:15])[N:12]=[C:11]([OH:16])[CH:10]=1.C(N(CC)CC)C. The catalyst is C(O)C. The product is [CH3:8][C:9]1[N:14]=[C:13]([S:15][CH2:2][C:3]2[CH:7]=[CH:6][S:5][CH:4]=2)[N:12]=[C:11]([OH:16])[CH:10]=1. The yield is 0.200. (5) The reactants are [Cl:1][C:2]1[C:3]([C:27]2[CH:28]=[N:29][N:30]3[CH:35]=[CH:34][CH:33]=[CH:32][C:31]=23)=[N:4][C:5]([NH:8][C:9]2[CH:14]=[C:13]([N+:15]([O-])=O)[C:12]([N:18]3[CH2:23][CH2:22][N:21]([CH3:24])[CH2:20][CH2:19]3)=[CH:11][C:10]=2[O:25][CH3:26])=[N:6][CH:7]=1.[NH4+].[Cl-].O. The catalyst is C(O)C.[Fe]. The product is [Cl:1][C:2]1[C:3]([C:27]2[CH:28]=[N:29][N:30]3[CH:35]=[CH:34][CH:33]=[CH:32][C:31]=23)=[N:4][C:5]([NH:8][C:9]2[CH:14]=[C:13]([NH2:15])[C:12]([N:18]3[CH2:19][CH2:20][N:21]([CH3:24])[CH2:22][CH2:23]3)=[CH:11][C:10]=2[O:25][CH3:26])=[N:6][CH:7]=1. The yield is 0.660.